This data is from NCI-60 drug combinations with 297,098 pairs across 59 cell lines. The task is: Regression. Given two drug SMILES strings and cell line genomic features, predict the synergy score measuring deviation from expected non-interaction effect. (1) Drug 2: CCC(=C(C1=CC=CC=C1)C2=CC=C(C=C2)OCCN(C)C)C3=CC=CC=C3.C(C(=O)O)C(CC(=O)O)(C(=O)O)O. Drug 1: C1C(C(OC1N2C=C(C(=O)NC2=O)F)CO)O. Synergy scores: CSS=16.6, Synergy_ZIP=5.62, Synergy_Bliss=8.04, Synergy_Loewe=1.98, Synergy_HSA=8.59. Cell line: MDA-MB-435. (2) Drug 1: C1CCN(CC1)CCOC2=CC=C(C=C2)C(=O)C3=C(SC4=C3C=CC(=C4)O)C5=CC=C(C=C5)O. Drug 2: C1=NC2=C(N=C(N=C2N1C3C(C(C(O3)CO)O)F)Cl)N. Cell line: BT-549. Synergy scores: CSS=38.3, Synergy_ZIP=2.64, Synergy_Bliss=2.24, Synergy_Loewe=-21.9, Synergy_HSA=-1.95. (3) Drug 1: CCC1=CC2CC(C3=C(CN(C2)C1)C4=CC=CC=C4N3)(C5=C(C=C6C(=C5)C78CCN9C7C(C=CC9)(C(C(C8N6C)(C(=O)OC)O)OC(=O)C)CC)OC)C(=O)OC. Drug 2: CC1CC(C(C(C=C(C(C(C=CC=C(C(=O)NC2=CC(=O)C(=C(C1)C2=O)OC)C)OC)OC(=O)N)C)C)O)OC. Cell line: OVCAR3. Synergy scores: CSS=61.0, Synergy_ZIP=3.24, Synergy_Bliss=1.33, Synergy_Loewe=-6.92, Synergy_HSA=1.06.